This data is from Experimentally validated miRNA-target interactions with 360,000+ pairs, plus equal number of negative samples. The task is: Binary Classification. Given a miRNA mature sequence and a target amino acid sequence, predict their likelihood of interaction. (1) The miRNA is hsa-miR-508-5p with sequence UACUCCAGAGGGCGUCACUCAUG. The protein sequence of the target gene is MSMLVVFLLLWGVTWGPVTEAAIFYETQPSLWAESESLLKPLANVTLTCQAHLETPDFQLFKNGVAQEPVHLDSPAIKHQFLLTGDTQGRYRCRSGLSTGWTQLSKLLELTGPKSLPAPWLSMAPVSWITPGLKTTAVCRGVLRGVTFLLRREGDHEFLEVPEAQEDVEATFPVHQPGNYSCSYRTDGEGALSEPSATVTIEELAAPPPPVLMHHGESSQVLHPGNKVTLTCVAPLSGVDFQLRRGEKELLVPRSSTSPDRIFFHLNAVALGDGGHYTCRYRLHDNQNGWSGDSAPVELI.... Result: 1 (interaction). (2) The miRNA is hsa-miR-4322 with sequence CUGUGGGCUCAGCGCGUGGGG. The protein sequence of the target gene is MAKVNITRDLIRRQVKERGALSFERRYHVTDPFIRRLGLEAELQGHSGCVNCLEWNEKGDLLASGSDDQHTIVWDPLHHKKLLSMHTGHTANIFSVKFLPHAGDRILITGAADSKVHVHDLTVKETIHMFGDHTNRVKRIATAPMWPNTFWSAAEDGLIRQYDLRENSKHSEVLIDLTEYCGPMVEAKCLTVNPQDNNCLAVGASGPFVRLYDIRMIHNHRKSMRQSPSAGVHTFCDRQKPLPDGAAQYYVAGHLPVKLPDYNSRLRVLVATYVTFSPNGTELLVNMGGEQVYLFDLTYK.... Result: 0 (no interaction). (3) The miRNA is hsa-miR-3122 with sequence GUUGGGACAAGAGGACGGUCUU. The protein sequence of the target gene is MSMLKPSGLKAPTKILKPGSTALKTPAAAAAPVEKTIPSEKASGPPSSETQEEFVDDFRVGERVWVNGNKPGFIQFLGETQFAPGQWAGIVLDEPIGKNDGSVAGVRYFQCEPLKGIFTRPSKLTRKVQAEDEANGLQAAPGRTASPLSTAAATMVSSSPATPSNIPHKPSQSTAKEPSATPQISNLTKTASESISNLSEAGSVKKGERELKVGDRVLVGGTKAGVVRFLGETDFAKGEWCGVELDEPLGKNDGAVAGTRYFQCQPKYGLFAPVHKVTKIGFPSTTPAKAKAAAVRRVMA.... Result: 0 (no interaction). (4) The miRNA is hsa-miR-454-3p with sequence UAGUGCAAUAUUGCUUAUAGGGU. The protein sequence of the target gene is MEGSASPPEKPRARPAAAVLCRGPVEPLVFLANFALVLQGPLTTQYLWHRFSADLGYNGTRQRGGCSNRSADPTMQEVETLTSHWTLYMNVGGFLVGLFSSTLLGAWSDSVGRRPLLVLASLGLLLQALVSVFVVQLQLHVGYFVLGRILCALLGDFGGLLAASFASVADVSSSRSRTFRMALLEASIGVAGMLASLLGGHWLRAQGYANPFWLALALLIAMTLYAAFCFGETLKEPKSTRLFTFRHHRSIVQLYVAPAPEKSRKHLALYSLAIFVVITVHFGAQDILTLYELSTPLCWD.... Result: 1 (interaction). (5) The miRNA is hsa-miR-4768-5p with sequence AUUCUCUCUGGAUCCCAUGGAU. The protein sequence of the target gene is MSRQSTLYSFFPKSPALSDANKASARASREGGRAAAAPGASPSPGGDAAWSEAGPGPRPLARSASPPKAKNLNGGLRRSVAPAAPTSCDFSPGDLVWAKMEGYPWWPCLVYNHPFDGTFIREKGKSVRVHVQFFDDSPTRGWVSKRLLKPYTGSKSKEAQKGGHFYSAKPEILRAMQRADEALNKDKIKRLELAVCDEPSEPEEEEEMEVGTTYVTDKSEEDNEIESEEEVQPKTQGSRRSSRQIKKRRVISDSESDIGGSDVEFKPDTKEEGSSDEISSGVGDSESEGLNSPVKVARKR.... Result: 1 (interaction). (6) The miRNA is hsa-miR-6835-3p with sequence AAAAGCACUUUUCUGUCUCCCAG. The protein sequence of the target gene is MSISLSSLILLPIWINMAQIQQGGPDEKEKTTALKDLLSRIDLDELMKKDEPPLDFPDTLEGFEYAFNEKGQLRHIKTGEPFVFNYREDLHRWNQKRYEALGEIITKYVYELLEKDCNLKKVSIPVDATESEPKSFIFMSEDALTNPQKLMVLIHGSGVVRAGQWARRLIINEDLDSGTQIPFIKRAVAEGYGVIVLNPNENYIEVEKPKIHVQSSSDSSDEPAEKRERKDKVSKETKKRRDFYEKYRNPQREKEMMQLYIRENGSPEEHAIYVWDHFIAQAAAENVFFVAHSYGGLAFV.... Result: 1 (interaction).